From a dataset of NCI-60 drug combinations with 297,098 pairs across 59 cell lines. Regression. Given two drug SMILES strings and cell line genomic features, predict the synergy score measuring deviation from expected non-interaction effect. Drug 1: CS(=O)(=O)C1=CC(=C(C=C1)C(=O)NC2=CC(=C(C=C2)Cl)C3=CC=CC=N3)Cl. Drug 2: C1CC(=O)NC(=O)C1N2C(=O)C3=CC=CC=C3C2=O. Cell line: HOP-62. Synergy scores: CSS=8.49, Synergy_ZIP=-1.48, Synergy_Bliss=3.65, Synergy_Loewe=1.82, Synergy_HSA=2.44.